The task is: Predict which catalyst facilitates the given reaction.. This data is from Catalyst prediction with 721,799 reactions and 888 catalyst types from USPTO. (1) Reactant: [CH3:1][O:2][C:3]1[CH:4]=[C:5]([NH:11][C:12]2[C:13]3[N:29]=[CH:28][S:27][C:14]=3[N:15]=[C:16]([N:18]3[CH2:23][CH2:22][CH2:21][CH:20]([C:24](O)=[O:25])[CH2:19]3)[N:17]=2)[CH:6]=[CH:7][C:8]=1[O:9][CH3:10].[NH2:30][C:31]1[CH:36]=[CH:35][C:34]([C:37]2[N:38]([CH3:43])[C:39]([SH:42])=[N:40][N:41]=2)=[CH:33][CH:32]=1.O=P(Cl)(Cl)Cl.C([O-])(O)=O.[Na+]. Product: [CH3:1][O:2][C:3]1[CH:4]=[C:5]([NH:11][C:12]2[C:13]3[N:29]=[CH:28][S:27][C:14]=3[N:15]=[C:16]([N:18]3[CH2:23][CH2:22][CH2:21][CH:20]([C:24]([NH:30][C:31]4[CH:32]=[CH:33][C:34]([C:37]5[N:38]([CH3:43])[C:39]([SH:42])=[N:40][N:41]=5)=[CH:35][CH:36]=4)=[O:25])[CH2:19]3)[N:17]=2)[CH:6]=[CH:7][C:8]=1[O:9][CH3:10]. The catalyst class is: 17. (2) Reactant: Cl[C:2]1[C:11]([C:12]([OH:14])=[O:13])=[CH:10][C:9]2[C:4](=[CH:5][CH:6]=[C:7]([Cl:15])[CH:8]=2)[N:3]=1.[CH:16]1[C:25]2[C:20](=[CH:21][CH:22]=[CH:23][CH:24]=2)[CH:19]=[CH:18][C:17]=1[NH:26][C:27](=[O:31])[CH:28]([CH3:30])[NH2:29].C(N(CC)CC)C. Product: [Cl:15][C:7]1[CH:8]=[C:9]2[C:4](=[CH:5][CH:6]=1)[N:3]=[C:2]([NH:29][CH:28]([C:27](=[O:31])[NH:26][C:17]1[CH:18]=[CH:19][C:20]3[C:25](=[CH:24][CH:23]=[CH:22][CH:21]=3)[CH:16]=1)[CH3:30])[C:11]([C:12]([OH:14])=[O:13])=[CH:10]2. The catalyst class is: 12.